This data is from Forward reaction prediction with 1.9M reactions from USPTO patents (1976-2016). The task is: Predict the product of the given reaction. Given the reactants [Br:1][C:2]1[CH:7]=[C:6]([F:8])[CH:5]=[CH:4][C:3]=1[S:9](Cl)(=[O:11])=[O:10].[NH2:13][C:14]1[CH:23]=[CH:22][C:21]2[N:20]3[CH2:24][CH2:25][C@@H:19]3[CH2:18][O:17][C:16]=2[C:15]=1[C:26]([O:28][C:29]([CH3:32])([CH3:31])[CH3:30])=[O:27], predict the reaction product. The product is: [Br:1][C:2]1[CH:7]=[C:6]([F:8])[CH:5]=[CH:4][C:3]=1[S:9]([NH:13][C:14]1[CH:23]=[CH:22][C:21]2[N:20]3[CH2:24][CH2:25][C@@H:19]3[CH2:18][O:17][C:16]=2[C:15]=1[C:26]([O:28][C:29]([CH3:32])([CH3:31])[CH3:30])=[O:27])(=[O:11])=[O:10].